From a dataset of Forward reaction prediction with 1.9M reactions from USPTO patents (1976-2016). Predict the product of the given reaction. (1) Given the reactants [F:1][C:2]([F:6])([F:5])[CH2:3][OH:4].[H-].[Na+].CS([C:12]1[N:13]([C:23]2[CH:28]=[CH:27][C:26]([O:29][CH2:30][C:31]([F:37])([F:36])[C:32]([F:35])([F:34])[F:33])=[CH:25][CH:24]=2)[C:14](=[O:22])[C:15]2[CH2:20][C:19](=[O:21])[NH:18][C:16]=2[N:17]=1)=O.C(O)(=O)CC(CC(O)=O)(C(O)=O)O, predict the reaction product. The product is: [F:37][C:31]([F:36])([C:32]([F:33])([F:34])[F:35])[CH2:30][O:29][C:26]1[CH:25]=[CH:24][C:23]([N:13]2[C:14](=[O:22])[C:15]3[CH2:20][C:19](=[O:21])[NH:18][C:16]=3[N:17]=[C:12]2[O:4][CH2:3][C:2]([F:6])([F:5])[F:1])=[CH:28][CH:27]=1. (2) Given the reactants [Cl:1][C:2]1[C:3]([CH3:15])=[C:4]([N+:12]([O-:14])=[O:13])[C:5]([OH:11])=[C:6]([C:8](=[O:10])[CH3:9])[CH:7]=1.C(N(CC)CC)C.[F:23][C:24]([F:37])([F:36])[S:25](O[S:25]([C:24]([F:37])([F:36])[F:23])(=[O:27])=[O:26])(=[O:27])=[O:26], predict the reaction product. The product is: [F:23][C:24]([F:37])([F:36])[S:25]([O:11][C:5]1[C:6]([C:8](=[O:10])[CH3:9])=[CH:7][C:2]([Cl:1])=[C:3]([CH3:15])[C:4]=1[N+:12]([O-:14])=[O:13])(=[O:27])=[O:26]. (3) Given the reactants [F:1][C:2]([F:30])([F:29])[C:3]1[CH:4]=[C:5]([C@H:9]([O:11][C:12](=[O:28])[NH:13][C:14]2[C:15]([CH2:26][CH3:27])=[N:16][O:17][C:18]=2[C:19]2[CH:24]=[CH:23][C:22](Br)=[CH:21][CH:20]=2)[CH3:10])[CH:6]=[CH:7][CH:8]=1.[CH2:31]([O:33][C:34]([C:36]1([C:39]2[CH:44]=[CH:43][C:42](B3OC(C)(C)C(C)(C)O3)=[CH:41][CH:40]=2)[CH2:38][CH2:37]1)=[O:35])[CH3:32], predict the reaction product. The product is: [CH2:31]([O:33][C:34]([C:36]1([C:39]2[CH:44]=[CH:43][C:42]([C:22]3[CH:23]=[CH:24][C:19]([C:18]4[O:17][N:16]=[C:15]([CH2:26][CH3:27])[C:14]=4[NH:13][C:12]([O:11][C@@H:9]([C:5]4[CH:6]=[CH:7][CH:8]=[C:3]([C:2]([F:30])([F:29])[F:1])[CH:4]=4)[CH3:10])=[O:28])=[CH:20][CH:21]=3)=[CH:41][CH:40]=2)[CH2:37][CH2:38]1)=[O:35])[CH3:32].